From a dataset of Full USPTO retrosynthesis dataset with 1.9M reactions from patents (1976-2016). Predict the reactants needed to synthesize the given product. (1) Given the product [CH2:40]([N:12]([C:13]1[CH:18]=[CH:17][C:16]([O:19][CH2:20][CH2:21][O:22][CH:23]2[CH2:28][CH2:27][CH2:26][CH2:25][O:24]2)=[C:15]([CH2:29][CH3:30])[CH:14]=1)[C:10](=[O:11])[C:9]([O:8][C:7]1[CH:33]=[CH:34][C:4]([CH:1]2[CH2:3][CH2:2]2)=[CH:5][CH:6]=1)=[CH:31][CH3:32])[CH:39]=[CH2:38], predict the reactants needed to synthesize it. The reactants are: [CH:1]1([C:4]2[CH:34]=[CH:33][C:7]([O:8][C:9](=[CH:31][CH3:32])[C:10]([NH:12][C:13]3[CH:18]=[CH:17][C:16]([O:19][CH2:20][CH2:21][O:22][CH:23]4[CH2:28][CH2:27][CH2:26][CH2:25][O:24]4)=[C:15]([CH2:29][CH3:30])[CH:14]=3)=[O:11])=[CH:6][CH:5]=2)[CH2:3][CH2:2]1.[H-].[Na+].Br[CH2:38][CH:39]=[CH2:40]. (2) Given the product [C:17]([O:16][C:14]([N:11]1[CH2:12][CH2:13][C:8]2([CH3:22])[C:6]3[CH:7]=[C:2]([S:44][C:38]4[CH:43]=[CH:42][CH:41]=[CH:40][CH:39]=4)[CH:3]=[CH:4][C:5]=3[O:21][CH:9]2[CH2:10]1)=[O:15])([CH3:20])([CH3:19])[CH3:18], predict the reactants needed to synthesize it. The reactants are: I[C:2]1[CH:3]=[CH:4][C:5]2[O:21][CH:9]3[CH2:10][N:11]([C:14]([O:16][C:17]([CH3:20])([CH3:19])[CH3:18])=[O:15])[CH2:12][CH2:13][C:8]3([CH3:22])[C:6]=2[CH:7]=1.CC(C)([O-])C.[Na+].C(O)CO.CN(C)C=O.[C:38]1([SH:44])[CH:43]=[CH:42][CH:41]=[CH:40][CH:39]=1. (3) Given the product [CH:1]1([CH2:4][O:5][C:9]2[CH:10]=[CH:11][C:12]([C:15]#[N:16])=[N:13][CH:14]=2)[CH2:3][CH2:2]1, predict the reactants needed to synthesize it. The reactants are: [CH:1]1([CH2:4][OH:5])[CH2:3][CH2:2]1.[H-].[Na+].Cl[C:9]1[CH:10]=[CH:11][C:12]([C:15]#[N:16])=[N:13][CH:14]=1. (4) Given the product [Cl:3][C:4]1[N:9]([CH3:13])[C:8](=[O:10])[C:7]([O:11][CH3:12])=[CH:6][N:5]=1, predict the reactants needed to synthesize it. The reactants are: CI.[Cl:3][C:4]1[NH:9][C:8](=[O:10])[C:7]([O:11][CH3:12])=[CH:6][N:5]=1.[C:13]([O-])([O-])=O.[Cs+].[Cs+].O. (5) Given the product [CH2:40]([C@@H:17]1[CH2:16][NH:15][CH2:19][C@H:18]1[CH2:20][N:21]([CH:37]([CH3:39])[CH3:38])[C:22](=[O:36])[C:23]1[CH:28]=[CH:27][C:26]([CH3:29])=[C:25]([O:30][CH2:31][CH2:32][CH2:33][O:34][CH3:35])[CH:24]=1)[C:41]1[CH:46]=[CH:45][CH:44]=[CH:43][CH:42]=1, predict the reactants needed to synthesize it. The reactants are: C(O)(C(F)(F)F)=O.C(OC([N:15]1[CH2:19][C@@H:18]([CH2:20][N:21]([CH:37]([CH3:39])[CH3:38])[C:22](=[O:36])[C:23]2[CH:28]=[CH:27][C:26]([CH3:29])=[C:25]([O:30][CH2:31][CH2:32][CH2:33][O:34][CH3:35])[CH:24]=2)[C@H:17]([CH2:40][C:41]2[CH:46]=[CH:45][CH:44]=[CH:43][CH:42]=2)[CH2:16]1)=O)(C)(C)C.